This data is from Full USPTO retrosynthesis dataset with 1.9M reactions from patents (1976-2016). The task is: Predict the reactants needed to synthesize the given product. (1) Given the product [CH3:36][C:31]1[NH:32][C:33]2[C:29]([CH:30]=1)=[CH:28][C:27]([O:26][C:20]1[C:19]3[C:24](=[CH:25][C:16]([O:15][CH2:63][CH2:62][CH2:61][N:56]4[CH2:60][CH2:59][CH2:58][CH2:57]4)=[CH:17][CH:18]=3)[N:23]=[CH:22][N:21]=1)=[CH:35][CH:34]=2, predict the reactants needed to synthesize it. The reactants are: N(C(OC(C)C)=O)=NC(OC(C)C)=O.[OH:15][C:16]1[CH:25]=[C:24]2[C:19]([C:20]([O:26][C:27]3[CH:28]=[C:29]4[C:33](=[CH:34][CH:35]=3)[NH:32][C:31]([CH3:36])=[CH:30]4)=[N:21][CH:22]=[N:23]2)=[CH:18][CH:17]=1.C1(P(C2C=CC=CC=2)C2C=CC=CC=2)C=CC=CC=1.[N:56]1([CH2:61][CH2:62][CH2:63]O)[CH2:60][CH2:59][CH2:58][CH2:57]1. (2) Given the product [CH2:18]([C:25]1([OH:31])[CH2:30][CH2:29][N:28]([C:8]([C:7]2[CH:11]=[C:3]([CH3:2])[CH:4]=[CH:5][C:6]=2[C:12]2[CH:17]=[CH:16][N:15]=[CH:14][CH:13]=2)=[O:10])[CH2:27][CH2:26]1)[C:19]1[CH:20]=[CH:21][CH:22]=[CH:23][CH:24]=1, predict the reactants needed to synthesize it. The reactants are: Cl.[CH3:2][C:3]1[CH:4]=[CH:5][C:6]([C:12]2[CH:17]=[CH:16][N:15]=[CH:14][CH:13]=2)=[C:7]([CH:11]=1)[C:8]([OH:10])=O.[CH2:18]([C:25]1([OH:31])[CH2:30][CH2:29][NH:28][CH2:27][CH2:26]1)[C:19]1[CH:24]=[CH:23][CH:22]=[CH:21][CH:20]=1.CN(C(ON1N=NC2C=CC=NC1=2)=[N+](C)C)C.F[P-](F)(F)(F)(F)F.C(N(CC)CC)C. (3) The reactants are: [Br:1][C:2]1[C:6]2[CH2:7][N:8]([C:11]([O:13][C:14]([CH3:17])([CH3:16])[CH3:15])=[O:12])[CH2:9][CH2:10][C:5]=2[NH:4][N:3]=1.CS(O[CH:23]1[CH2:28][CH2:27][N:26]([CH:29]2[CH2:32][O:31][CH2:30]2)[CH2:25][CH2:24]1)(=O)=O.C([O-])([O-])=O.[Cs+].[Cs+]. Given the product [Br:1][C:2]1[C:6]2[CH2:7][N:8]([C:11]([O:13][C:14]([CH3:17])([CH3:16])[CH3:15])=[O:12])[CH2:9][CH2:10][C:5]=2[N:4]([CH:23]2[CH2:28][CH2:27][N:26]([CH:29]3[CH2:32][O:31][CH2:30]3)[CH2:25][CH2:24]2)[N:3]=1, predict the reactants needed to synthesize it. (4) The reactants are: [F:1][C:2]1[CH:3]=[C:4]2[C:9](=[CH:10][C:11]=1F)[N:8]([C:13]1[CH:18]=[CH:17][C:16]([F:19])=[CH:15][C:14]=1[F:20])[CH:7]=[C:6]([C:21]([OH:23])=[O:22])[C:5]2=[O:24].[CH:25]1([NH:28][CH2:29][C@@H:30]2[C@H:34]([F:35])[CH2:33][NH:32][CH2:31]2)[CH2:27][CH2:26]1. Given the product [CH:25]1([NH:28][CH2:29][C@@H:30]2[C@H:34]([F:35])[CH2:33][N:32]([C:11]3[CH:10]=[C:9]4[C:4]([C:5](=[O:24])[C:6]([C:21]([OH:23])=[O:22])=[CH:7][N:8]4[C:13]4[CH:18]=[CH:17][C:16]([F:19])=[CH:15][C:14]=4[F:20])=[CH:3][C:2]=3[F:1])[CH2:31]2)[CH2:27][CH2:26]1, predict the reactants needed to synthesize it. (5) The reactants are: [NH2:1][C:2]1[CH:7]=[CH:6][C:5]([C:8]2[C:9]([CH3:15])=[CH:10][C:11](=[O:14])[NH:12][N:13]=2)=[CH:4][CH:3]=1.[N:16]([O-])=O.[Na+].[C:20](#[N:24])[CH2:21][C:22]#[N:23]. Given the product [CH3:15][C@H:9]1[C:8]([C:5]2[CH:6]=[CH:7][C:2]([NH:1][N:16]=[C:21]([C:20]#[N:24])[C:22]#[N:23])=[CH:3][CH:4]=2)=[N:13][NH:12][C:11](=[O:14])[CH2:10]1, predict the reactants needed to synthesize it. (6) Given the product [Cl-:7].[OH:9][C:10]1[CH:11]=[C:12]2[C:17](=[CH:18][CH:19]=1)[O:16][C:15]([C:20]1[CH:25]=[CH:24][C:23]([CH2:34][N+:28]3[CH:33]=[CH:32][CH:31]=[CH:30][CH:29]=3)=[CH:22][CH:21]=1)=[CH:14][C:13]2=[O:26], predict the reactants needed to synthesize it. The reactants are: C([O-])([O-])=O.[K+].[K+].[ClH:7].C[O:9][C:10]1[CH:11]=[C:12]2[C:17](=[CH:18][CH:19]=1)[O:16][C:15]([C:20]1[CH:25]=[CH:24][CH:23]=[CH:22][CH:21]=1)=[CH:14][C:13]2=[O:26].Cl.[NH+:28]1[CH:33]=[CH:32][CH:31]=[CH:30][CH:29]=1.[C:34]([O-])(O)=O.[Na+]. (7) Given the product [Br:1][C:2]1[CH:3]=[C:4]([NH:16][C:20]2[C:29]3[C:24](=[CH:25][C:26]([F:31])=[CH:27][C:28]=3[F:30])[N:23]=[C:22]([C:32]3[CH:37]=[CH:36][CH:35]=[CH:34][N:33]=3)[C:21]=2[CH3:38])[C:5]([C:8]2[CH:13]=[CH:12][CH:11]=[C:10]([O:14][CH3:15])[CH:9]=2)=[N:6][CH:7]=1, predict the reactants needed to synthesize it. The reactants are: [Br:1][C:2]1[CH:3]=[C:4]([NH2:16])[C:5]([C:8]2[CH:13]=[CH:12][CH:11]=[C:10]([O:14][CH3:15])[CH:9]=2)=[N:6][CH:7]=1.[H-].[Na+].Cl[C:20]1[C:29]2[C:24](=[CH:25][C:26]([F:31])=[CH:27][C:28]=2[F:30])[N:23]=[C:22]([C:32]2[CH:37]=[CH:36][CH:35]=[CH:34][N:33]=2)[C:21]=1[CH3:38].C(=O)([O-])[O-].[Na+].[Na+].